From a dataset of Full USPTO retrosynthesis dataset with 1.9M reactions from patents (1976-2016). Predict the reactants needed to synthesize the given product. (1) Given the product [CH3:22][C:23]1[CH:24]=[C:25]([NH:37][C:38]2[C:47]3[C:42](=[CH:43][CH:44]=[CH:45][C:46]=3[O:48][C@@H:49]([CH3:53])[C:50]([N:54]3[CH2:59][CH2:58][O:57][CH2:56][CH2:55]3)=[O:51])[N:41]=[CH:40][N:39]=2)[CH:26]=[CH:27][C:28]=1[O:29][C:30]1[CH:31]=[N:32][C:33]([CH3:36])=[CH:34][CH:35]=1, predict the reactants needed to synthesize it. The reactants are: ON1C2C=CC=CC=2N=N1.CCN=C=NCCCN(C)C.[CH3:22][C:23]1[CH:24]=[C:25]([NH:37][C:38]2[C:47]3[C:42](=[CH:43][CH:44]=[CH:45][C:46]=3[O:48][C@@H:49]([CH3:53])[C:50](O)=[O:51])[N:41]=[CH:40][N:39]=2)[CH:26]=[CH:27][C:28]=1[O:29][C:30]1[CH:31]=[N:32][C:33]([CH3:36])=[CH:34][CH:35]=1.[NH:54]1[CH2:59][CH2:58][O:57][CH2:56][CH2:55]1. (2) Given the product [OH:13][C:11]([CH:10]([C:18]1[CH:19]=[CH:20][C:21]([CH2:25][CH:26]([CH3:27])[CH3:31])=[CH:22][CH:23]=1)[CH3:9])=[O:12], predict the reactants needed to synthesize it. The reactants are: CC(OC1C=CC=[CH:9][C:10]=1[C:11]([OH:13])=[O:12])=O.CC(N[C:18]1[CH:19]=[CH:20][C:21](O)=[CH:22][CH:23]=1)=O.[CH3:25][C:26]1[CH:27]=[CH:27][C:26]([C:25]2N(C3C=CC(S(N)(=O)=O)=CC=3)N=C(C(F)(F)F)C=2)=[CH:31][CH:31]=1.C(=O)=O.CC(C(OC)=O)=C. (3) Given the product [F:28][C:29]1[CH:50]=[CH:49][CH:48]=[C:47]([F:51])[C:30]=1[CH2:31][O:32][C:33]1[C:34]2[N:35]([C:40]([C:44](=[O:46])[CH2:45][C:11](=[O:13])[CH2:10][C:9]([NH:8][C:6](=[O:7])[O:5][C:1]([CH3:2])([CH3:3])[CH3:4])([CH3:15])[CH3:14])=[C:41]([CH3:43])[N:42]=2)[CH:36]=[C:37]([CH3:39])[CH:38]=1, predict the reactants needed to synthesize it. The reactants are: [C:1]([O:5][C:6]([NH:8][C:9]([CH3:15])([CH3:14])[CH2:10][C:11]([OH:13])=O)=[O:7])([CH3:4])([CH3:3])[CH3:2].C(N1C=CN=C1)(N1C=CN=C1)=O.[F:28][C:29]1[CH:50]=[CH:49][CH:48]=[C:47]([F:51])[C:30]=1[CH2:31][O:32][C:33]1[C:34]2[N:35]([C:40]([C:44](=[O:46])[CH3:45])=[C:41]([CH3:43])[N:42]=2)[CH:36]=[C:37]([CH3:39])[CH:38]=1.C[Si](C)(C)[N-][Si](C)(C)C.[Li+]. (4) Given the product [N:8]([CH2:2][CH2:3][O:4][CH2:5][CH2:6][OH:7])=[N+:9]=[N-:10], predict the reactants needed to synthesize it. The reactants are: Cl[CH2:2][CH2:3][O:4][CH2:5][CH2:6][OH:7].[N-:8]=[N+:9]=[N-:10].[Na+].[Cl-].[Na+].